From a dataset of Forward reaction prediction with 1.9M reactions from USPTO patents (1976-2016). Predict the product of the given reaction. Given the reactants [O:1]1[CH2:5][CH2:4][O:3][CH:2]1[C:6]1[S:10][C:9]([CH2:11][CH3:12])=[C:8]([C:13](OCC)=[O:14])[CH:7]=1.[H-].[Al+3].[Li+].[H-].[H-].[H-].O, predict the reaction product. The product is: [O:1]1[CH2:5][CH2:4][O:3][CH:2]1[C:6]1[S:10][C:9]([CH2:11][CH3:12])=[C:8]([CH:13]=[O:14])[CH:7]=1.